From a dataset of Forward reaction prediction with 1.9M reactions from USPTO patents (1976-2016). Predict the product of the given reaction. (1) Given the reactants C(Cl)(=O)C(Cl)=O.[CH3:7][N:8]([CH2:24][CH:25]([CH3:27])[CH3:26])[C:9]([N:11]([CH:18]1[CH2:23][CH2:22][CH2:21][CH2:20][CH2:19]1)[CH:12]1[CH2:17][CH2:16][CH2:15][CH2:14][CH2:13]1)=O.[NH3:28].CO, predict the reaction product. The product is: [CH3:7][N:8]([CH2:24][CH:25]([CH3:27])[CH3:26])[C:9]([N:11]([CH:18]1[CH2:23][CH2:22][CH2:21][CH2:20][CH2:19]1)[CH:12]1[CH2:17][CH2:16][CH2:15][CH2:14][CH2:13]1)=[NH:28]. (2) Given the reactants [N:1]([CH2:4][CH:5]1[O:10][C:9]2[C:11](Br)=[CH:12][CH:13]=[CH:14][C:8]=2[N:7]([CH3:16])[CH2:6]1)=[N+:2]=[N-:3].[CH3:17][C:18]1[CH:23]=[CH:22][CH:21]=[CH:20][C:19]=1B(O)O, predict the reaction product. The product is: [N:1]([CH2:4][CH:5]1[O:10][C:9]2[C:11]([C:19]3[CH:20]=[CH:21][CH:22]=[CH:23][C:18]=3[CH3:17])=[CH:12][CH:13]=[CH:14][C:8]=2[N:7]([CH3:16])[CH2:6]1)=[N+:2]=[N-:3]. (3) Given the reactants [N+:1]([CH2:4][C@@]1(CC(OC(C)(C)C)=O)C[C@H]2[C@@H]1C=CC2)([O-:3])=[O:2].[CH3:20][C:21]1[CH2:22][C@H:23]2[C@@H:26]([C:27]=1[CH3:28])[C:25](=[CH:29][C:30]([O:32][C:33]([CH3:36])([CH3:35])[CH3:34])=[O:31])[CH2:24]2, predict the reaction product. The product is: [CH3:20][C:21]1[CH2:22][C@@H:23]2[C@H:26]([C:27]=1[CH3:28])[C@@:25]([CH2:29][C:30]([O:32][C:33]([CH3:36])([CH3:35])[CH3:34])=[O:31])([CH2:4][N+:1]([O-:3])=[O:2])[CH2:24]2. (4) Given the reactants C([N:8]1[CH2:17][CH2:16][C:15]2[N:14]=[C:13]([C:18]([F:21])([F:20])[F:19])[CH:12]=[CH:11][C:10]=2[CH2:9]1)C1C=CC=CC=1.ClCCC(Cl)=O, predict the reaction product. The product is: [F:21][C:18]([F:19])([F:20])[C:13]1[CH:12]=[CH:11][C:10]2[CH2:9][NH:8][CH2:17][CH2:16][C:15]=2[N:14]=1. (5) Given the reactants [F:1][C:2]([F:14])([CH3:13])[CH2:3][CH2:4][CH2:5][CH2:6][N:7]1[CH:11]=[CH:10][C:9]([NH2:12])=[N:8]1.[F:15][C:16]([F:29])([F:28])[C:17]1[CH:22]=[CH:21][CH:20]=[CH:19][C:18]=1/[CH:23]=[CH:24]/[C:25](O)=[O:26], predict the reaction product. The product is: [F:14][C:2]([F:1])([CH3:13])[CH2:3][CH2:4][CH2:5][CH2:6][N:7]1[CH:11]=[CH:10][C:9]([NH:12][C:25](=[O:26])/[CH:24]=[CH:23]/[C:18]2[CH:19]=[CH:20][CH:21]=[CH:22][C:17]=2[C:16]([F:28])([F:29])[F:15])=[N:8]1. (6) Given the reactants [CH3:1][O:2][C:3]([CH:5]1[C:10](=[O:11])[CH2:9][CH2:8][N:7]([C:12]([O:14][C:15]([CH3:18])([CH3:17])[CH3:16])=[O:13])[CH2:6]1)=[O:4].[H-].[Na+].CN(C)C=O.[B-](F)(F)(F)[F:27].[B-](F)(F)(F)F.C1[N+]2(CCl)CC[N+](F)(CC2)C1, predict the reaction product. The product is: [CH3:1][O:2][C:3]([C:5]1([F:27])[C:10](=[O:11])[CH2:9][CH2:8][N:7]([C:12]([O:14][C:15]([CH3:18])([CH3:17])[CH3:16])=[O:13])[CH2:6]1)=[O:4]. (7) Given the reactants C(OC(=O)[NH:10][C:11]1[CH:16]=[C:15]([C:17]2[CH:25]=[CH:24][CH:23]=[C:22]3[C:18]=2[CH:19]=[CH:20][N:21]3[Si](C(C)C)(C(C)C)C(C)C)[CH:14]=[C:13]([C:36]([C:38]2[CH:39]=[N:40][CH:41]=[CH:42][CH:43]=2)=[O:37])[CH:12]=1)C1C=CC=CC=1, predict the reaction product. The product is: [NH2:10][C:11]1[CH:12]=[C:13]([C:36]([C:38]2[CH:39]=[N:40][CH:41]=[CH:42][CH:43]=2)=[O:37])[CH:14]=[C:15]([C:17]2[CH:25]=[CH:24][CH:23]=[C:22]3[C:18]=2[CH:19]=[CH:20][NH:21]3)[CH:16]=1. (8) The product is: [CH3:1][O:2][C:3](=[O:20])[C:4]1[CH:9]=[CH:8][C:7]([O:10][C:11]2[CH:16]=[CH:15][C:14]([O:17][CH3:18])=[CH:13][CH:12]=2)=[CH:6][C:5]=1[CH2:19][Br:21]. Given the reactants [CH3:1][O:2][C:3](=[O:20])[C:4]1[CH:9]=[CH:8][C:7]([O:10][C:11]2[CH:16]=[CH:15][C:14]([O:17][CH3:18])=[CH:13][CH:12]=2)=[CH:6][C:5]=1[CH3:19].[Br:21]N1C(=O)CCC1=O.C(Cl)(Cl)(Cl)Cl.C(OOC(=O)C1C=CC=CC=1)(=O)C1C=CC=CC=1, predict the reaction product.